This data is from Catalyst prediction with 721,799 reactions and 888 catalyst types from USPTO. The task is: Predict which catalyst facilitates the given reaction. Reactant: C[O:2][C:3]([C:5]1[CH:9]=[C:8]([C:10]2[CH:11]=[C:12]3[C:16](=[CH:17][CH:18]=2)[N:15]([S:19]([C:22]2[CH:27]=[CH:26][CH:25]=[CH:24][CH:23]=2)(=[O:21])=[O:20])[C:14]([C:28]2[C:33]([F:34])=[CH:32][CH:31]=[CH:30][C:29]=2[F:35])=[CH:13]3)[N:7]([CH3:36])[N:6]=1)=[O:4].[OH-].[Li+]. Product: [C:22]1([S:19]([N:15]2[C:16]3[C:12](=[CH:11][C:10]([C:8]4[N:7]([CH3:36])[N:6]=[C:5]([C:3]([OH:4])=[O:2])[CH:9]=4)=[CH:18][CH:17]=3)[CH:13]=[C:14]2[C:28]2[C:33]([F:34])=[CH:32][CH:31]=[CH:30][C:29]=2[F:35])(=[O:20])=[O:21])[CH:27]=[CH:26][CH:25]=[CH:24][CH:23]=1. The catalyst class is: 87.